Dataset: Catalyst prediction with 721,799 reactions and 888 catalyst types from USPTO. Task: Predict which catalyst facilitates the given reaction. Reactant: Br[C:2]1[CH:3]=[C:4]([NH:11][C:12](=[O:14])[CH3:13])[CH:5]=[C:6]([N+:8]([O-:10])=[O:9])[CH:7]=1.N#N.[F:17][C:18]1[CH:19]=[C:20](B(O)O)[CH:21]=[CH:22][C:23]=1[F:24].C(=O)([O-])[O-].[Na+].[Na+]. Product: [F:17][C:18]1[CH:19]=[C:20]([C:2]2[CH:7]=[C:6]([N+:8]([O-:10])=[O:9])[CH:5]=[C:4]([NH:11][C:12](=[O:14])[CH3:13])[CH:3]=2)[CH:21]=[CH:22][C:23]=1[F:24]. The catalyst class is: 438.